Task: Predict the reaction yield, written as a fraction of the theoretical maximum amount of product (1.0 means a 100% yield; for example, 0.34 means a 34% yield).. Dataset: Reaction yield outcomes from USPTO patents with 853,638 reactions (1) The product is [Cl:1][C:2]1[N:7]=[CH:6][C:5]2[C:8]([N:16]3[CH2:20][CH2:19][C@@H:18]([C:21]#[N:22])[CH2:17]3)=[N:9][N:10]([CH:11]([CH3:13])[CH3:12])[C:4]=2[CH:3]=1. The catalyst is C([O-])(=O)C.[Pd+2].C([O-])(=O)C.O1CCOCC1. The yield is 0.570. The reactants are [Cl:1][C:2]1[N:7]=[CH:6][C:5]2[C:8](I)=[N:9][N:10]([CH:11]([CH3:13])[CH3:12])[C:4]=2[CH:3]=1.Cl.[NH:16]1[CH2:20][CH2:19][CH:18]([C:21]#[N:22])[CH2:17]1.C(=O)([O-])[O-].[Cs+].[Cs+].C1(P(C2C=CC=CC=2)C2C3OC4C(=CC=CC=4P(C4C=CC=CC=4)C4C=CC=CC=4)C(C)(C)C=3C=CC=2)C=CC=CC=1. (2) The reactants are [OH:1][C:2]1([C:5]([O:7][CH2:8][CH3:9])=[O:6])[CH2:4][CH2:3]1.CC1C=CC(S(O)(=O)=O)=CC=1.[CH2:21]1[CH2:26][O:25][CH:24]=[CH:23][CH2:22]1. The catalyst is C(Cl)Cl. The product is [O:25]1[CH2:26][CH2:21][CH2:22][CH2:23][CH:24]1[O:1][C:2]1([C:5]([O:7][CH2:8][CH3:9])=[O:6])[CH2:4][CH2:3]1. The yield is 0.850. (3) The reactants are Br[CH2:2][C:3]1[CH:4]=[CH:5][C:6]([F:9])=[N:7][CH:8]=1.[NH:10]1[CH2:15][CH2:14][O:13][CH2:12][CH2:11]1.C(N(CC)CC)C. The catalyst is C1COCC1. The product is [F:9][C:6]1[N:7]=[CH:8][C:3]([CH2:2][N:10]2[CH2:15][CH2:14][O:13][CH2:12][CH2:11]2)=[CH:4][CH:5]=1. The yield is 0.587. (4) The reactants are [Cl:1][C:2]1[CH:3]=[C:4]([CH:16]=[CH:17][C:18]=1[Cl:19])[CH2:5][C:6]1[CH:7]=[N:8][C:9]2[N:10]([N:12]=[CH:13][C:14]=2[NH2:15])[CH:11]=1.[CH2:20]([N:26]=[C:27]=[O:28])[C:21]1[O:25][CH:24]=[CH:23][CH:22]=1. The catalyst is C(Cl)Cl. The product is [Cl:1][C:2]1[CH:3]=[C:4]([CH:16]=[CH:17][C:18]=1[Cl:19])[CH2:5][C:6]1[CH:7]=[N:8][C:9]2[N:10]([N:12]=[CH:13][C:14]=2[NH:15][C:27]([NH:26][CH2:20][C:21]2[O:25][CH:24]=[CH:23][CH:22]=2)=[O:28])[CH:11]=1. The yield is 0.310. (5) The yield is 0.630. The reactants are [CH3:1][C:2]1[N:3]([S:12]([N:15]2[CH2:20][CH2:19][CH2:18][CH2:17][CH2:16]2)(=[O:14])=[O:13])[CH:4]=[CH:5][C:6]=1[C:7]([O:9][CH2:10][CH3:11])=[O:8].C1C(=O)N([Br:28])C(=O)C1. The product is [Br:28][C:4]1[N:3]([S:12]([N:15]2[CH2:20][CH2:19][CH2:18][CH2:17][CH2:16]2)(=[O:14])=[O:13])[C:2]([CH3:1])=[C:6]([C:7]([O:9][CH2:10][CH3:11])=[O:8])[CH:5]=1. The catalyst is CN(C=O)C.C1COCC1.CC(=O)OCC. (6) The reactants are [CH3:1][O:2][C:3]([C:5]1[S:6][C:7]([C:27]2[CH2:32][CH2:31][CH2:30][CH2:29][CH:28]=2)=[CH:8][C:9]=1[N:10]([C@H:20]1[CH2:25][CH2:24][C@H:23]([OH:26])[CH2:22][CH2:21]1)[C:11]([C@H:13]1[CH2:18][CH2:17][C@H:16]([CH3:19])[CH2:15][CH2:14]1)=[O:12])=[O:4].C(N(C(C)C)CC)(C)C.[CH3:42][O:43][CH2:44]Cl. The catalyst is ClCCl.CN(C1C=CN=CC=1)C. The product is [CH3:1][O:2][C:3]([C:5]1[S:6][C:7]([C:27]2[CH2:32][CH2:31][CH2:30][CH2:29][CH:28]=2)=[CH:8][C:9]=1[N:10]([C@H:20]1[CH2:25][CH2:24][C@H:23]([O:26][CH2:42][O:43][CH3:44])[CH2:22][CH2:21]1)[C:11]([C@H:13]1[CH2:14][CH2:15][C@H:16]([CH3:19])[CH2:17][CH2:18]1)=[O:12])=[O:4]. The yield is 0.710. (7) The reactants are [Cl:1][C:2]1[CH:3]=[C:4]2[C:9](=[CH:10][CH:11]=1)[CH:8]=[C:7]([S:12]([N:15]1[CH2:20][CH2:19][N:18]([C:21]([C:23]3[N:24]=[N:25][C:26](Cl)=[CH:27][CH:28]=3)=[O:22])[CH2:17][CH2:16]1)(=[O:14])=[O:13])[CH:6]=[CH:5]2.[CH3:30][N:31]1[CH2:37][CH2:36][CH2:35][NH:34][CH2:33][CH2:32]1.N1C=CC=CC=1. The catalyst is CS(C)=O.C(OCC)(=O)C. The product is [OH2:13].[Cl:1][C:2]1[CH:3]=[C:4]2[C:9](=[CH:10][CH:11]=1)[CH:8]=[C:7]([S:12]([N:15]1[CH2:20][CH2:19][N:18]([C:21]([C:23]3[N:24]=[N:25][C:26]([N:34]4[CH2:35][CH2:36][CH2:37][N:31]([CH3:30])[CH2:32][CH2:33]4)=[CH:27][CH:28]=3)=[O:22])[CH2:17][CH2:16]1)(=[O:14])=[O:13])[CH:6]=[CH:5]2.[Cl:1][C:2]1[CH:3]=[C:4]2[C:9](=[CH:10][CH:11]=1)[CH:8]=[C:7]([S:12]([N:15]1[CH2:20][CH2:19][N:18]([C:21]([C:23]3[N:24]=[N:25][C:26]([N:34]4[CH2:35][CH2:36][CH2:37][N:31]([CH3:30])[CH2:32][CH2:33]4)=[CH:27][CH:28]=3)=[O:22])[CH2:17][CH2:16]1)(=[O:14])=[O:13])[CH:6]=[CH:5]2. The yield is 0.430. (8) The reactants are [OH-].[K+].[O:3]=[C:4]([CH2:21][CH2:22][CH2:23][CH2:24][C:25]([C:32]([O:34]CC)=[O:33])([C:27]([O:29][CH2:30][CH3:31])=[O:28])[CH3:26])[CH2:5][CH2:6][CH2:7][CH2:8][C:9]([C:16]([O:18]CC)=[O:17])([C:11]([O:13][CH2:14][CH3:15])=[O:12])[CH3:10]. The catalyst is CCO. The product is [CH2:14]([O:13][C:11]([C:9]([CH3:10])([CH2:8][CH2:7][CH2:6][CH2:5][C:4](=[O:3])[CH2:21][CH2:22][CH2:23][CH2:24][C:25]([C:27]([O:29][CH2:30][CH3:31])=[O:28])([CH3:26])[C:32]([OH:34])=[O:33])[C:16]([OH:18])=[O:17])=[O:12])[CH3:15]. The yield is 0.810.